This data is from NCI-60 drug combinations with 297,098 pairs across 59 cell lines. The task is: Regression. Given two drug SMILES strings and cell line genomic features, predict the synergy score measuring deviation from expected non-interaction effect. (1) Drug 1: C1=NC(=NC(=O)N1C2C(C(C(O2)CO)O)O)N. Drug 2: COCCOC1=C(C=C2C(=C1)C(=NC=N2)NC3=CC=CC(=C3)C#C)OCCOC.Cl. Cell line: M14. Synergy scores: CSS=33.2, Synergy_ZIP=-4.01, Synergy_Bliss=0.756, Synergy_Loewe=-10.2, Synergy_HSA=-0.875. (2) Drug 1: CS(=O)(=O)C1=CC(=C(C=C1)C(=O)NC2=CC(=C(C=C2)Cl)C3=CC=CC=N3)Cl. Drug 2: CC(CN1CC(=O)NC(=O)C1)N2CC(=O)NC(=O)C2. Cell line: OVCAR-5. Synergy scores: CSS=26.2, Synergy_ZIP=-6.16, Synergy_Bliss=-0.0787, Synergy_Loewe=-3.46, Synergy_HSA=0.506.